This data is from Peptide-MHC class I binding affinity with 185,985 pairs from IEDB/IMGT. The task is: Regression. Given a peptide amino acid sequence and an MHC pseudo amino acid sequence, predict their binding affinity value. This is MHC class I binding data. (1) The peptide sequence is SSLRYGNVL. The MHC is HLA-A26:01 with pseudo-sequence HLA-A26:01. The binding affinity (normalized) is 0.0847. (2) The peptide sequence is ELGNILSVY. The MHC is HLA-A29:02 with pseudo-sequence HLA-A29:02. The binding affinity (normalized) is 0.139. (3) The MHC is HLA-A03:01 with pseudo-sequence HLA-A03:01. The peptide sequence is LMMTATGEY. The binding affinity (normalized) is 0.308. (4) The peptide sequence is SGVEMPGGYCL. The MHC is H-2-Db with pseudo-sequence H-2-Db. The binding affinity (normalized) is 0. (5) The peptide sequence is NDCPNSSIV. The MHC is Patr-B2401 with pseudo-sequence Patr-B2401. The binding affinity (normalized) is 0.455. (6) The peptide sequence is RLRAEAQVK. The MHC is HLA-A31:01 with pseudo-sequence HLA-A31:01. The binding affinity (normalized) is 0.331. (7) The peptide sequence is VTAASPMLY. The MHC is HLA-A03:01 with pseudo-sequence HLA-A03:01. The binding affinity (normalized) is 0.679. (8) The peptide sequence is ALLAYRCVL. The MHC is HLA-A02:01 with pseudo-sequence HLA-A02:01. The binding affinity (normalized) is 0.459.